Dataset: Full USPTO retrosynthesis dataset with 1.9M reactions from patents (1976-2016). Task: Predict the reactants needed to synthesize the given product. (1) Given the product [Cl:31][C:28]1[CH:27]=[CH:26][C:25]([CH2:24][C@H:23]([NH:32][C:33](=[O:34])[O:35][C:36]([CH3:39])([CH3:38])[CH3:37])[CH2:22][CH2:21][N:1]2[CH:5]=[C:4]([C:6]3[CH:7]=[C:8]4[C:13](=[CH:14][CH:15]=3)[CH:12]=[N:11][CH:10]=[CH:9]4)[CH:3]=[N:2]2)=[CH:30][CH:29]=1, predict the reactants needed to synthesize it. The reactants are: [NH:1]1[CH:5]=[C:4]([C:6]2[CH:7]=[C:8]3[C:13](=[CH:14][CH:15]=2)[CH:12]=[N:11][CH:10]=[CH:9]3)[CH:3]=[N:2]1.CS(O[CH2:21][CH2:22][C@@H:23]([NH:32][C:33]([O:35][C:36]([CH3:39])([CH3:38])[CH3:37])=[O:34])[CH2:24][C:25]1[CH:30]=[CH:29][C:28]([Cl:31])=[CH:27][CH:26]=1)(=O)=O.C(=O)([O-])[O-].[Cs+].[Cs+]. (2) Given the product [CH2:15]([NH:1][C:2]1[CH:3]=[CH:4][C:5]([F:14])=[C:6]([CH:13]=1)[C:7]([NH:9][CH:10]([CH3:11])[CH3:12])=[O:8])[C:16]1[CH:21]=[CH:20][CH:19]=[CH:18][CH:17]=1, predict the reactants needed to synthesize it. The reactants are: [NH2:1][C:2]1[CH:3]=[CH:4][C:5]([F:14])=[C:6]([CH:13]=1)[C:7]([NH:9][CH:10]([CH3:12])[CH3:11])=[O:8].[CH:15](=O)[C:16]1[CH:21]=[CH:20][CH:19]=[CH:18][CH:17]=1. (3) Given the product [CH3:1][O:2][C:3]1[CH:4]=[C:5]2[C:9](=[CH:10][CH:11]=1)[CH:8]([OH:12])[CH:7]([CH2:13][CH2:14][N:15]1[CH2:19][CH2:18][CH2:17][CH2:16]1)[CH2:6]2, predict the reactants needed to synthesize it. The reactants are: [CH3:1][O:2][C:3]1[CH:4]=[C:5]2[C:9](=[CH:10][CH:11]=1)[C:8](=[O:12])[CH:7]([CH2:13][C:14](=O)[N:15]1[CH2:19][CH2:18][CH2:17][CH2:16]1)[CH2:6]2.[H-].[H-].[H-].[H-].[Li+].[Al+3]. (4) Given the product [CH2:1]([O:8][C:9]1[CH:14]=[C:13]([I:26])[CH:12]=[C:11]([F:16])[C:10]=1[N:17]1[S:21](=[O:23])(=[O:22])[NH:20][C:19](=[O:24])[CH2:18]1)[C:2]1[CH:7]=[CH:6][CH:5]=[CH:4][CH:3]=1, predict the reactants needed to synthesize it. The reactants are: [CH2:1]([O:8][C:9]1[CH:14]=[C:13](Br)[CH:12]=[C:11]([F:16])[C:10]=1[N:17]1[S:21](=[O:23])(=[O:22])[NH:20][C:19](=[O:24])[CH2:18]1)[C:2]1[CH:7]=[CH:6][CH:5]=[CH:4][CH:3]=1.[Na+].[I-:26].CN[C@@H]1CCCC[C@H]1NC. (5) Given the product [OH:6][C:7]1[CH:34]=[CH:33][C:10]([CH2:11][N:12]2[CH2:16][C:15]([CH3:18])([CH3:17])[CH:14]([O:19][C:20]3[CH:27]=[CH:26][C:23]([C:24]#[N:25])=[C:22]([C:28]([F:31])([F:29])[F:30])[CH:21]=3)[C:13]2=[O:32])=[CH:9][CH:8]=1, predict the reactants needed to synthesize it. The reactants are: B(Br)(Br)Br.C[O:6][C:7]1[CH:34]=[CH:33][C:10]([CH2:11][N:12]2[CH2:16][C:15]([CH3:18])([CH3:17])[CH:14]([O:19][C:20]3[CH:27]=[CH:26][C:23]([C:24]#[N:25])=[C:22]([C:28]([F:31])([F:30])[F:29])[CH:21]=3)[C:13]2=[O:32])=[CH:9][CH:8]=1.O. (6) The reactants are: Br[C:2]1[CH:3]=[CH:4][C:5]([O:8][CH2:9][CH:10]2[CH2:15][CH2:14][N:13]([CH2:16][C:17]([CH2:21][CH3:22])([F:20])[CH2:18][CH3:19])[CH2:12][CH2:11]2)=[N:6][CH:7]=1.[CH2:23]([O:25][C:26]([C:28]1[CH:33]=[CH:32][C:31](B(O)O)=[CH:30][C:29]=1[F:37])=[O:27])[CH3:24].C([O-])([O-])=O.[Na+].[Na+]. Given the product [CH2:18]([C:17]([F:20])([CH2:21][CH3:22])[CH2:16][N:13]1[CH2:14][CH2:15][CH:10]([CH2:9][O:8][C:5]2[N:6]=[CH:7][C:2]([C:31]3[CH:32]=[CH:33][C:28]([C:26]([O:25][CH2:23][CH3:24])=[O:27])=[C:29]([F:37])[CH:30]=3)=[CH:3][CH:4]=2)[CH2:11][CH2:12]1)[CH3:19], predict the reactants needed to synthesize it.